Predict which catalyst facilitates the given reaction. From a dataset of Catalyst prediction with 721,799 reactions and 888 catalyst types from USPTO. (1) Product: [Cl:32][C:33]1[CH:38]=[CH:37][C:36]([S:39]([NH:8][C:7]2[CH:6]=[CH:5][C:4]([F:9])=[C:3]([NH:10][C:11]3[C:16]([C:17]4[N:25]=[CH:24][N:23]=[C:22]5[C:18]=4[N:19]=[CH:20][N:21]5[CH:26]4[CH2:31][CH2:30][CH2:29][CH2:28][O:27]4)=[CH:15][CH:14]=[CH:13][N:12]=3)[C:2]=2[F:1])(=[O:40])=[O:41])=[C:35]([F:43])[CH:34]=1. Reactant: [F:1][C:2]1[C:7]([NH2:8])=[CH:6][CH:5]=[C:4]([F:9])[C:3]=1[NH:10][C:11]1[C:16]([C:17]2[N:25]=[CH:24][N:23]=[C:22]3[C:18]=2[N:19]=[CH:20][N:21]3[CH:26]2[CH2:31][CH2:30][CH2:29][CH2:28][O:27]2)=[CH:15][CH:14]=[CH:13][N:12]=1.[Cl:32][C:33]1[CH:38]=[CH:37][C:36]([S:39](Cl)(=[O:41])=[O:40])=[C:35]([F:43])[CH:34]=1.N1C=CC=CC=1. The catalyst class is: 4. (2) Reactant: C(Cl)CCl.[OH:5][C:6]1[C:7]2[CH:8]=[C:9]([CH:17]=[CH:18][C:19]([OH:21])=O)[CH:10]=[N:11][C:12]=2[NH:13][C:14](=[O:16])[CH:15]=1.[CH2:22]([O:25][C:26]1[C:34]([O:35][CH3:36])=[CH:33][CH:32]=[CH:31][C:27]=1[CH2:28][NH:29][CH3:30])[CH2:23][CH3:24].C1C=CC2N(O)N=NC=2C=1.CCN(C(C)C)C(C)C. Product: [OH:5][C:6]1[C:7]2[CH:8]=[C:9]([CH:17]=[CH:18][C:19]([N:29]([CH2:28][C:27]3[CH:31]=[CH:32][CH:33]=[C:34]([O:35][CH3:36])[C:26]=3[O:25][CH2:22][CH2:23][CH3:24])[CH3:30])=[O:21])[CH:10]=[N:11][C:12]=2[NH:13][C:14](=[O:16])[CH:15]=1. The catalyst class is: 18. (3) Reactant: C(O)(C(F)(F)F)=O.[Cl:8][C:9]1[CH:14]=[CH:13][CH:12]=[C:11]([Cl:15])[C:10]=1[N:16]1[CH:47]=[CH:46][C:19]2[N:20]=[C:21]([NH:24][C:25]3[CH:30]=[C:29]([F:31])[C:28]([N:32]4[CH2:37][CH2:36][N:35](C(OC(C)(C)C)=O)[CH2:34][CH2:33]4)=[C:27]([F:45])[CH:26]=3)[N:22]=[CH:23][C:18]=2[C:17]1=[O:48]. Product: [Cl:8][C:9]1[CH:14]=[CH:13][CH:12]=[C:11]([Cl:15])[C:10]=1[N:16]1[CH:47]=[CH:46][C:19]2[N:20]=[C:21]([NH:24][C:25]3[CH:30]=[C:29]([F:31])[C:28]([N:32]4[CH2:33][CH2:34][NH:35][CH2:36][CH2:37]4)=[C:27]([F:45])[CH:26]=3)[N:22]=[CH:23][C:18]=2[C:17]1=[O:48]. The catalyst class is: 2.